This data is from Forward reaction prediction with 1.9M reactions from USPTO patents (1976-2016). The task is: Predict the product of the given reaction. (1) Given the reactants Cl[C:2]1[C:3]2[C:4](=[CH:19][N:20](CC3C=CC(OC)=CC=3)[N:21]=2)[N:5]=[C:6]([C:8]2[CH:9]=[N:10][C:11]([N:14]3[CH2:18][CH2:17][CH2:16][CH2:15]3)=[CH:12][CH:13]=2)[N:7]=1.[NH:31]1[C:39]2[C:34](=[CH:35][C:36]([NH2:40])=[CH:37][CH:38]=2)[CH:33]=[N:32]1.Cl, predict the reaction product. The product is: [NH:31]1[C:39]2[C:34](=[CH:35][C:36]([NH:40][C:2]3[C:3]4[NH:21][N:20]=[CH:19][C:4]=4[N:5]=[C:6]([C:8]4[CH:9]=[N:10][C:11]([N:14]5[CH2:15][CH2:16][CH2:17][CH2:18]5)=[CH:12][CH:13]=4)[N:7]=3)=[CH:37][CH:38]=2)[CH:33]=[N:32]1. (2) Given the reactants [Cl:1][C:2]1[N:7]=[C:6](Cl)[CH:5]=[C:4]([C:9]2[CH:14]=[CH:13][CH:12]=[CH:11][CH:10]=2)[N:3]=1.[C:15]([C:17]1[CH:18]=[C:19](B(O)O)[CH:20]=[CH:21][CH:22]=1)#[N:16], predict the reaction product. The product is: [Cl:1][C:2]1[N:7]=[C:6]([C:21]2[CH:20]=[CH:19][CH:18]=[C:17]([C:15]#[N:16])[CH:22]=2)[CH:5]=[C:4]([C:9]2[CH:14]=[CH:13][CH:12]=[CH:11][CH:10]=2)[N:3]=1. (3) Given the reactants [Cl:1][C:2]1[N:10]=[C:9]2[C:5]([N:6]=[C:7]([CH2:13]N3CCN(C(C)(C)C(N)=O)CC3)[N:8]2[CH2:11][CH3:12])=[C:4]([N:26]2[CH2:31][CH2:30][O:29][CH2:28][CH2:27]2)[N:3]=1.[CH3:32][C@H:33]1[CH2:38][NH:37][CH2:36][C@@H:35]([CH3:39])[N:34]1[CH2:40][C:41]([NH2:43])=[O:42], predict the reaction product. The product is: [Cl:1][C:2]1[N:10]=[C:9]2[C:5]([N:6]=[C:7]([CH2:13][N:37]3[CH2:38][C@@H:33]([CH3:32])[N:34]([CH2:40][C:41]([NH2:43])=[O:42])[C@@H:35]([CH3:39])[CH2:36]3)[N:8]2[CH2:11][CH3:12])=[C:4]([N:26]2[CH2:27][CH2:28][O:29][CH2:30][CH2:31]2)[N:3]=1. (4) Given the reactants [CH2:1]([C:3]1[N:4]=[C:5]([OH:20])[C:6]2[N:12]=[C:11]([C:13]3[CH:18]=[CH:17][C:16]([F:19])=[CH:15][CH:14]=3)[CH:10]=[CH:9][C:7]=2[N:8]=1)[CH3:2].CC1N=[C:24]([O:39][CH2:40]COC)[C:25]2N=C(C3C=CC(F)=CC=3)C=CC=2N=1, predict the reaction product. The product is: [CH2:1]([C:3]1[N:4]=[C:5]([O:20][CH2:25][CH2:24][O:39][CH3:40])[C:6]2[N:12]=[C:11]([C:13]3[CH:18]=[CH:17][C:16]([F:19])=[CH:15][CH:14]=3)[CH:10]=[CH:9][C:7]=2[N:8]=1)[CH3:2]. (5) Given the reactants C([O:3][C:4](=[O:25])[C:5]([CH3:24])([CH3:23])[CH2:6][C:7]1[CH:12]=[CH:11][C:10]([CH2:13][CH2:14][NH:15][CH2:16][CH2:17][CH2:18][CH2:19][CH2:20][CH2:21][CH3:22])=[CH:9][CH:8]=1)C.B(Br)(Br)Br.O, predict the reaction product. The product is: [CH2:16]([NH:15][CH2:14][CH2:13][C:10]1[CH:9]=[CH:8][C:7]([CH2:6][C:5]([CH3:23])([CH3:24])[C:4]([OH:25])=[O:3])=[CH:12][CH:11]=1)[CH2:17][CH2:18][CH2:19][CH2:20][CH2:21][CH3:22]. (6) Given the reactants [Cl:1][C:2]1[CH:3]=[CH:4][C:5]([CH:35]2[CH2:37][CH2:36]2)=[C:6]([C:8]2[C:13]([O:14][CH3:15])=[CH:12][N:11]([CH:16]([CH3:33])[C:17]([NH:19][C:20]3[CH:32]=[CH:31][C:23]([C:24]([O:26]C(C)(C)C)=[O:25])=[CH:22][CH:21]=3)=[O:18])[C:10](=[O:34])[CH:9]=2)[CH:7]=1.C(O)(C(F)(F)F)=O, predict the reaction product. The product is: [Cl:1][C:2]1[CH:3]=[CH:4][C:5]([CH:35]2[CH2:37][CH2:36]2)=[C:6]([C:8]2[C:13]([O:14][CH3:15])=[CH:12][N:11]([CH:16]([CH3:33])[C:17]([NH:19][C:20]3[CH:21]=[CH:22][C:23]([C:24]([OH:26])=[O:25])=[CH:31][CH:32]=3)=[O:18])[C:10](=[O:34])[CH:9]=2)[CH:7]=1. (7) Given the reactants Br[C:2]1[N:7]=[CH:6][C:5]2[N:8]=[CH:9][N:10]([CH:11]3[CH2:16][CH2:15][CH2:14][N:13]([C:17]([O:19][C:20]([CH3:23])([CH3:22])[CH3:21])=[O:18])[CH2:12]3)[C:4]=2[CH:3]=1.[NH:24](C1C=CC=CC=1)C1C=CC=CC=1.C[C:38]1(C)[C:64]2[C:59](=[C:60](P(C3C=CC=CC=3)C3C=CC=CC=3)[CH:61]=[CH:62][CH:63]=2)O[C:40]2[C:41](P(C3C=CC=CC=3)C3C=CC=CC=3)=[CH:42][CH:43]=[CH:44][C:39]1=2.C([O-])([O-])=O.[Cs+].[Cs+], predict the reaction product. The product is: [C:39]1([C:38](=[N:24][C:2]2[N:7]=[CH:6][C:5]3[N:8]=[CH:9][N:10]([CH:11]4[CH2:16][CH2:15][CH2:14][N:13]([C:17]([O:19][C:20]([CH3:23])([CH3:22])[CH3:21])=[O:18])[CH2:12]4)[C:4]=3[CH:3]=2)[C:64]2[CH:59]=[CH:60][CH:61]=[CH:62][CH:63]=2)[CH:44]=[CH:43][CH:42]=[CH:41][CH:40]=1.